Dataset: Catalyst prediction with 721,799 reactions and 888 catalyst types from USPTO. Task: Predict which catalyst facilitates the given reaction. Reactant: [CH3:1][Mg]Br.[CH2:4]([N:11]([CH2:26][CH:27]=[O:28])[C:12]([CH:14]1[C:17]2[CH:18]=[CH:19][CH:20]=[C:21]([C:22]([F:25])([F:24])[F:23])[C:16]=2[CH2:15]1)=[O:13])[C:5]1[CH:10]=[CH:9][CH:8]=[CH:7][CH:6]=1. The catalyst class is: 7. Product: [CH2:4]([N:11]([CH2:26][CH:27]([OH:28])[CH3:1])[C:12]([CH:14]1[C:17]2[CH:18]=[CH:19][CH:20]=[C:21]([C:22]([F:23])([F:24])[F:25])[C:16]=2[CH2:15]1)=[O:13])[C:5]1[CH:10]=[CH:9][CH:8]=[CH:7][CH:6]=1.